Dataset: Full USPTO retrosynthesis dataset with 1.9M reactions from patents (1976-2016). Task: Predict the reactants needed to synthesize the given product. (1) The reactants are: [C:1]([C:3]1[CH:15]=[CH:14][C:6]2[O:7][CH2:8][C:9]([CH3:13])([CH3:12])[CH2:10][O:11][C:5]=2[CH:4]=1)#[CH:2].Br[C:17]1[CH:22]=[CH:21][CH:20]=[CH:19][C:18]=1[S:23][CH3:24]. Given the product [CH3:13][C:9]1([CH3:12])[CH2:8][O:7][C:6]2[CH:14]=[CH:15][C:3]([C:1]#[C:2][C:21]3[CH:20]=[CH:19][C:18]([S:23][CH3:24])=[CH:17][CH:22]=3)=[CH:4][C:5]=2[O:11][CH2:10]1, predict the reactants needed to synthesize it. (2) Given the product [NH2:26][C:8]1[N:7]=[C:6]([O:5][CH2:1][CH2:2][CH2:3][CH3:4])[N:14]=[C:13]2[C:9]=1[NH:10][C:11](=[O:24])[N:12]2[CH2:15][CH2:16][CH2:17][CH:18]1[CH2:23][CH2:22][CH2:21][CH2:20][NH:19]1, predict the reactants needed to synthesize it. The reactants are: [CH2:1]([O:5][C:6]1[N:14]=[C:13]2[C:9]([N:10]=[C:11]([O:24]C)[N:12]2[CH2:15][CH2:16][CH2:17][CH:18]2[CH2:23][CH2:22][CH2:21][CH2:20][NH:19]2)=[C:8]([NH2:26])[N:7]=1)[CH2:2][CH2:3][CH3:4].Cl.O1CCOCC1. (3) Given the product [Br:11][C:3]1[C:4]2[CH:8]=[C:7]([C:9]#[N:10])[S:6][C:5]=2[NH:1][N:2]=1, predict the reactants needed to synthesize it. The reactants are: [NH:1]1[C:5]2[S:6][C:7]([C:9]#[N:10])=[CH:8][C:4]=2[CH:3]=[N:2]1.[Br:11]N1C(=O)CCC1=O.S([O-])([O-])(=O)=S.[Na+].[Na+]. (4) Given the product [N:15]1([C:7]2[C:8]([O:10][C:11]([F:14])([F:13])[F:12])=[CH:9][C:4]3[NH:1][CH:30]=[N:21][C:5]=3[CH:6]=2)[CH2:20][CH2:19][CH2:18][CH2:17][CH2:16]1, predict the reactants needed to synthesize it. The reactants are: [N+:1]([C:4]1[CH:9]=[C:8]([O:10][C:11]([F:14])([F:13])[F:12])[C:7]([N:15]2[CH2:20][CH2:19][CH2:18][CH2:17][CH2:16]2)=[CH:6][C:5]=1[NH2:21])([O-])=O.S(S([O-])=O)([O-])=O.[Na+].[Na+].[CH:30](OC)(OC)OC.CN(C=O)C. (5) Given the product [F:1][C:2]1[CH:12]=[C:11]([F:13])[C:10]([N+:14]([O-:16])=[O:15])=[CH:9][C:3]=1[C:4]([O:6][CH2:7][CH3:8])=[O:5], predict the reactants needed to synthesize it. The reactants are: [F:1][C:2]1[CH:12]=[C:11]([F:13])[CH:10]=[CH:9][C:3]=1[C:4]([O:6][CH2:7][CH3:8])=[O:5].[N+:14]([O-])([O-:16])=[O:15].[K+]. (6) Given the product [Cl:39][C:34]1[CH:33]=[C:32]([CH2:40][CH2:41][C:42]2[CH:43]=[CH:44][CH:45]=[CH:46][CH:47]=2)[C:31]2[C:36](=[CH:37][CH:38]=[C:29]([C:27]([C:24]3[CH:23]=[CH:22][C:21]([Cl:20])=[CH:26][CH:25]=3)([C:11]3[N:7]([CH3:6])[CH:8]=[N:9][CH:10]=3)[OH:28])[CH:30]=2)[N:35]=1, predict the reactants needed to synthesize it. The reactants are: [Li]CCCC.[CH3:6][N:7]1[CH:11]=[CH:10][N:9]=[CH:8]1.Cl[Si](CC)(CC)CC.[Cl:20][C:21]1[CH:26]=[CH:25][C:24]([C:27]([C:29]2[CH:30]=[C:31]3[C:36](=[CH:37][CH:38]=2)[N:35]=[C:34]([Cl:39])[CH:33]=[C:32]3[CH2:40][CH2:41][C:42]2[CH:47]=[CH:46][CH:45]=[CH:44][CH:43]=2)=[O:28])=[CH:23][CH:22]=1. (7) Given the product [CH3:62][C:48]1([CH3:61])[C:47]2[C:51](=[CH:52][C:44]([NH:43][C:64]3[N:79]=[C:67]4[CH:68]=[CH:69][CH:70]=[C:71]([N:72]([CH3:78])[C@@H:73]5[CH2:77][CH2:76][O:75][CH2:74]5)[N:66]4[N:65]=3)=[CH:45][CH:46]=2)[NH:50][C:49]1=[O:60], predict the reactants needed to synthesize it. The reactants are: C1(P(C2C=CC=CC=2)C2C3OC4C(=CC=CC=4P(C4C=CC=CC=4)C4C=CC=CC=4)C(C)(C)C=3C=CC=2)C=CC=CC=1.[NH2:43][C:44]1[CH:52]=[C:51]2[C:47]([C:48]([CH3:62])([CH3:61])[C:49](=[O:60])[N:50]2C(OC(C)(C)C)=O)=[CH:46][CH:45]=1.Br[C:64]1[N:79]=[C:67]2[CH:68]=[CH:69][CH:70]=[C:71]([N:72]([CH3:78])[C@@H:73]3[CH2:77][CH2:76][O:75][CH2:74]3)[N:66]2[N:65]=1.C(=O)([O-])[O-].[Cs+].[Cs+].